From a dataset of Peptide-MHC class I binding affinity with 185,985 pairs from IEDB/IMGT. Regression. Given a peptide amino acid sequence and an MHC pseudo amino acid sequence, predict their binding affinity value. This is MHC class I binding data. (1) The peptide sequence is RLKPVGSAY. The MHC is HLA-B27:05 with pseudo-sequence HLA-B27:05. The binding affinity (normalized) is 0.165. (2) The peptide sequence is IGKMNKHYK. The MHC is HLA-A69:01 with pseudo-sequence HLA-A69:01. The binding affinity (normalized) is 0.0847. (3) The peptide sequence is VLDQLRCNGV. The MHC is HLA-A02:01 with pseudo-sequence HLA-A02:01. The binding affinity (normalized) is 0.825. (4) The peptide sequence is QPQLPYPQPQL. The MHC is HLA-B53:01 with pseudo-sequence HLA-B53:01. The binding affinity (normalized) is 0. (5) The peptide sequence is HPQPAPQQGQ. The MHC is Mamu-A2201 with pseudo-sequence Mamu-A2201. The binding affinity (normalized) is 0. (6) The peptide sequence is IPSYKKLIM. The MHC is HLA-B53:01 with pseudo-sequence HLA-B53:01. The binding affinity (normalized) is 0.494. (7) The peptide sequence is KILSMINYY. The MHC is HLA-A31:01 with pseudo-sequence HLA-A31:01. The binding affinity (normalized) is 0.439. (8) The peptide sequence is YADGGQWYN. The MHC is HLA-B57:01 with pseudo-sequence HLA-B57:01. The binding affinity (normalized) is 0.0847. (9) The binding affinity (normalized) is 0.278. The peptide sequence is IEAQQHLL. The MHC is Mamu-A11 with pseudo-sequence Mamu-A11. (10) The peptide sequence is RVDIYYNGNK. The MHC is HLA-A68:01 with pseudo-sequence HLA-A68:01. The binding affinity (normalized) is 0.558.